From a dataset of Full USPTO retrosynthesis dataset with 1.9M reactions from patents (1976-2016). Predict the reactants needed to synthesize the given product. (1) Given the product [NH2:33][C:32]1[CH:31]=[CH:30][C:29]([N:36]2[CH2:41][CH2:40][CH:39]([N:42]3[CH2:46][CH2:45][C@H:44]([OH:47])[CH2:43]3)[CH2:38][CH2:37]2)=[CH:28][C:27]=1[O:26][CH3:25], predict the reactants needed to synthesize it. The reactants are: NC1C=CC(N2CCC[C@H](C(N3CCN(C)CC3)=O)C2)=CC=1OC.[CH3:25][O:26][C:27]1[CH:28]=[C:29]([N:36]2[CH2:41][CH2:40][CH:39]([N:42]3[CH2:46][CH2:45][C@H:44]([OH:47])[CH2:43]3)[CH2:38][CH2:37]2)[CH:30]=[CH:31][C:32]=1[N+:33]([O-])=O. (2) Given the product [Cl-:21].[Cl-:21].[Cl-:21].[N:1]1[C:14]2[C:5](=[CH:6][CH:7]=[C:8]3[C:13]=2[N:12]=[CH:11][CH:10]=[CH:9]3)[CH:4]=[CH:3][CH:2]=1.[N:1]1[C:14]2[C:5](=[CH:6][CH:7]=[C:8]3[C:13]=2[N:12]=[CH:11][CH:10]=[CH:9]3)[CH:4]=[CH:3][CH:2]=1.[N:1]1[C:14]2[C:5](=[CH:6][CH:7]=[C:8]3[C:13]=2[N:12]=[CH:11][CH:10]=[CH:9]3)[CH:4]=[CH:3][CH:2]=1.[Tb+3:22], predict the reactants needed to synthesize it. The reactants are: [N:1]1[C:14]2[C:5](=[CH:6][CH:7]=[C:8]3[C:13]=2[N:12]=[CH:11][CH:10]=[CH:9]3)[CH:4]=[CH:3][CH:2]=1.O.O.O.O.O.O.[Cl-:21].[Tb+3:22].[Cl-].[Cl-].CO. (3) The reactants are: [CH2:1]([C:3]1[C:7]([CH2:8][OH:9])=[C:6]([C:10]2[CH:15]=[CH:14][C:13]([CH3:16])=[CH:12][C:11]=2[F:17])[S:5][N:4]=1)[CH3:2].[F:18][C:19]1[CH:20]=[C:21]([CH2:27][CH2:28][C:29]([O:31][CH2:32][CH3:33])=[O:30])[CH:22]=[C:23]([F:26])[C:24]=1O.C1CCN(C(N=NC(N2CCCCC2)=O)=O)CC1.P(CCCC)(CCCC)CCCC. Given the product [CH2:1]([C:3]1[C:7]([CH2:8][O:9][C:24]2[C:23]([F:26])=[CH:22][C:21]([CH2:27][CH2:28][C:29]([O:31][CH2:32][CH3:33])=[O:30])=[CH:20][C:19]=2[F:18])=[C:6]([C:10]2[CH:15]=[CH:14][C:13]([CH3:16])=[CH:12][C:11]=2[F:17])[S:5][N:4]=1)[CH3:2], predict the reactants needed to synthesize it. (4) Given the product [F:24][C:23]([F:26])([F:25])[C:21]1[CH:20]=[C:19]([CH:27]([C:44]2[N:45]=[N:46][N:47]([CH3:49])[N:48]=2)[N:28]2[C:37]3[C:32](=[CH:33][CH:34]=[C:35]([C:38]([F:39])([F:41])[F:40])[CH:36]=3)[N:31]([CH2:52][C@H:54]3[CH2:55][CH2:56][C@H:57]([CH2:60][C:61]([O:63][C:64]([CH3:65])([CH3:67])[CH3:66])=[O:62])[CH2:58][CH2:59]3)[CH:30]([CH2:42][CH3:43])[CH2:29]2)[CH:18]=[C:17]([C:16]([F:15])([F:50])[F:51])[CH:22]=1, predict the reactants needed to synthesize it. The reactants are: [BH-](OC(C)=O)(OC(C)=O)OC(C)=O.[Na+].[F:15][C:16]([F:51])([F:50])[C:17]1[CH:18]=[C:19]([CH:27]([C:44]2[N:45]=[N:46][N:47]([CH3:49])[N:48]=2)[N:28]2[C:37]3[C:32](=[CH:33][CH:34]=[C:35]([C:38]([F:41])([F:40])[F:39])[CH:36]=3)[NH:31][CH:30]([CH2:42][CH3:43])[CH2:29]2)[CH:20]=[C:21]([C:23]([F:26])([F:25])[F:24])[CH:22]=1.[CH:52]([C@H:54]1[CH2:59][CH2:58][C@H:57]([CH2:60][C:61]([O:63][C:64]([CH3:67])([CH3:66])[CH3:65])=[O:62])[CH2:56][CH2:55]1)=O. (5) Given the product [CH3:11][C:12]([C:26]1[CH:27]=[N:28][CH:29]=[CH:30][CH:31]=1)([CH2:18][C:19]1[CH:24]=[CH:23][C:22]([CH3:25])=[CH:21][CH:20]=1)[CH2:13][OH:14], predict the reactants needed to synthesize it. The reactants are: [H-].C([Al+]CC(C)C)C(C)C.[CH3:11][C:12]([C:26]1[CH:27]=[N:28][CH:29]=[CH:30][CH:31]=1)([CH2:18][C:19]1[CH:24]=[CH:23][C:22]([CH3:25])=[CH:21][CH:20]=1)[C:13](OCC)=[O:14]. (6) The reactants are: [CH2:1]([O:11][CH2:12][CH:13]1[CH2:18][CH2:17][CH2:16][CH:15]=[CH:14]1)[CH2:2][CH2:3][CH2:4][CH2:5][CH2:6][CH2:7][CH2:8][CH2:9][CH3:10].C(OO)(=[O:21])C.O. Given the product [CH2:1]([O:11][CH2:12][CH:13]1[CH2:18][CH2:17][CH:16]2[CH:15]([O:21]2)[CH2:14]1)[CH2:2][CH2:3][CH2:4][CH2:5][CH2:6][CH2:7][CH2:8][CH2:9][CH3:10], predict the reactants needed to synthesize it. (7) Given the product [CH2:15]([O:17][C:18](=[O:23])/[C:19](/[N:20]=[N+:21]=[N-:22])=[CH:12]/[C:11]1[C:6]([Cl:5])=[N:7][C:8]([Cl:14])=[CH:9][CH:10]=1)[CH3:16], predict the reactants needed to synthesize it. The reactants are: CC[O-].[Na+].[Cl:5][C:6]1[C:11]([CH:12]=O)=[CH:10][CH:9]=[C:8]([Cl:14])[N:7]=1.[CH2:15]([O:17][C:18](=[O:23])[CH2:19][N:20]=[N+:21]=[N-:22])[CH3:16].[NH4+].[Cl-].